This data is from Experimentally validated miRNA-target interactions with 360,000+ pairs, plus equal number of negative samples. The task is: Binary Classification. Given a miRNA mature sequence and a target amino acid sequence, predict their likelihood of interaction. (1) The miRNA is cel-miR-59-3p with sequence UCGAAUCGUUUAUCAGGAUGAUG. The protein sequence of the target gene is MAARDATSGSLSEESSALDLPSACDIRDYVLQGPSQEANSEAFSSLEFHSFPYSSDVDPDTSNLNIEQNNSWTAENFWLDPAVKGQSEKEEDDGLRKSLDRFYEMFGHPQPGSANSLSASVCKCLSQKITQLRGQESQKYALRSFQMARVIFNRDGCSVLQRHSRDTHFYPLEEGSTSLDDEKPNPGLSKDITHFLLQQNVMKDL. Result: 0 (no interaction). (2) The protein sequence of the target gene is MEADLSGFNIDAPRWDQRTFLGRVKHFLNITDPRTVFVSERELDWAKVMVEKSRMGVVPPGTQVEQLLYAKKLYDSAFHPDTGEKMNVIGRMSFQLPGGMIITGFMLQFYRTMPAVIFWQWVNQSFNALVNYTNRNAASPTSVRQMALSYFTATTTAVATAVGMNMLTKKAPPLVGRWVPFAAVAAANCVNIPMMRQQELIKGICVKDRNENEIGHSRRAAAIGITQVVISRITMSAPGMILLPVIMERLEKLHFMQKVKVLHAPLQVMLSGCFLIFMVPVACGLFPQKCELPVSYLEPK.... The miRNA is hsa-miR-3916 with sequence AAGAGGAAGAAAUGGCUGGUUCUCAG. Result: 0 (no interaction). (3) The miRNA is mmu-miR-324-3p with sequence CCACUGCCCCAGGUGCUGCU. The protein sequence of the target gene is MVLDSGTQVYEQAPPRPPAGSPSQHHKLKPSNGNGPPLYPWPESLGMPLALAVPSALQQQTMWQTFSKLHLEQSSHMRRSESTYSVNSTGRRGRGKAPIGRGCDPGGTLRPAASLPHIAKIRKDVGSSSSKSPCMLVALRPTNMDQEREKFFQSHYTYNPQFEYQEPMPMSVLEKYQEASAQFMNQAVGIIEAVLEKFGTYENFEAATGGQLLTKCQIWSTVRKYMQKEGCVGEIVVQLSEDLLSQAVMMVENSRPTLAINLTGARQYWLEGMLRHEIGTHYLRGVNNSRQPWHSTEGRL.... Result: 1 (interaction). (4) The miRNA is rno-miR-93-5p with sequence CAAAGUGCUGUUCGUGCAGGUAG. The protein sequence of the target gene is MADLKQLMDNEVLMAFTSYATIILAKMMFLSSATAFQRLTNKVFANPEDCAGFGKGENAKKFLRTDEKVERVRRAHLNDLENIVPFLGIGLLYSLSGPDLSTALIHFRIFVGARIYHTIAYLTPLPQPNRGLAFFVGYGVTLSMAYRLLRSRLYL. Result: 1 (interaction). (5) The miRNA is mmu-miR-26a-5p with sequence UUCAAGUAAUCCAGGAUAGGCU. The protein sequence of the target gene is MSEELSAATSYTEDDFYCPVCQEVLKTPVRTAACQHVFCRKCFLTAMRESGIHCPLCRGSVTRRERACPERALDLENIMRRFSGSCRCCSKKIKFYRMRHHYKSCKKYQDEYGVSSVIPNFKISQDSVRSSNRSETSASDNTETYQEDTSSSGHPTFKCPLCQESNFTRQRLLDHCNSNHLFQIVPVTCPICVSLPWGDPSQITRNFVSHLNQRHQFDYGEFVNLQLDEETQYQTAVEESFQVNM. Result: 1 (interaction). (6) The miRNA is hsa-miR-6785-3p with sequence ACAUCGCCCCACCUUCCCCAG. The protein sequence of the target gene is MAKQPSDVNSECDREGGQLQPAERPPQLRPGAPTSLQTESQGNPDGEGDRCPHGSPQGPLAPPASPGPFATRSPLFIFVRRSSLLSRSSSGYFSFDTDRSPAPMSCDKSTQTPSPPCQAFNHYLSAMASIRQSQEEPEDLRPEIRIAQELRRIGDEFNETYTRRAFANDYREAEDHPQMVILQLLRFIFRLVWRRH. Result: 0 (no interaction). (7) The miRNA is hsa-miR-30c-1-3p with sequence CUGGGAGAGGGUUGUUUACUCC. The protein sequence of the target gene is MRRNSSLSFQMERPLEEQVQSKWSSSQGRTGTGGSDVLQMQNSEHHGQSIKTQTDSISLEDVAVNFTLEEWALLDPGQRNIYRDVMRATFKNLACIGEKWKDQDIEDEHKNQGRNLRSPMVEALCENKEDCPCGKSTSQIPDLNTNLETPTGLKPCDCSVCGEVFMHQVSLNRHMRSHTEQKPNECHEYGEKPHKCKECGKTFTRSSSIRTHERIHTGEKPYECKECGKAFAFLFSFRNHIRIHTGETPYECKECGKAFRYLTALRRHEKNHTGEKPYKCKQCGKAFIYYQPFLTHERTH.... Result: 1 (interaction). (8) The miRNA is hsa-miR-486-5p with sequence UCCUGUACUGAGCUGCCCCGAG. The protein sequence of the target gene is MRPGLSFLLALLFFLGQAAGDLGDVGPPIPSPGFSSFPGVDSSSSFSSSSRSGSSSSRSLGSGGSVSQLFSNFTGSVDDRGTCQCSVSLPDTTFPVDRVERLEFTAHVLSQKFEKELSKVREYVQLISVYEKKLLNLTVRIDIMEKDTISYTELDFELIKVEVKEMEKLVIQLKESFGGSSEIVDQLEVEIRNMTLLVEKLETLDKNNVLAIRREIVALKTKLKECEASKDQNTPVVHPPPTPGSCGHGGVVNISKPSVVQLNWRGFSYLYGAWGRDYSPQHPNKGLYWVAPLNTDGRLL.... Result: 1 (interaction). (9) The miRNA is hsa-miR-503-5p with sequence UAGCAGCGGGAACAGUUCUGCAG. The protein sequence of the target gene is MNNKFDALKDDDSGDHDQNEENSTQKDGEKEKTDRDKSQSSGKRKAVVPGPAEHPLQYNYTFWYSRRTPGRPTSSQSYEQNIKQIGTFASVEQFWKFYSHMVRPGDLTGHSDFHLFKEGIKPMWEDDANKNGGKWIIRLRKGLASRCWENLILAMLGEQFMVGEEICGAVVSVRFQEDIISIWNKTASDQATTARIRDTLRRVLNLPPNTIMEYKTHTDSIKMPGRLGPQRLLFQNLWKPRLNVP. Result: 0 (no interaction).